From a dataset of Full USPTO retrosynthesis dataset with 1.9M reactions from patents (1976-2016). Predict the reactants needed to synthesize the given product. (1) Given the product [C:1]1([C:7](=[O:40])[C:8]([C:9]2[C:17]3[C:12](=[N:13][CH:14]=[C:15]([C:18]4[CH:19]=[C:20]([O:28][CH3:29])[C:21]([O:26][CH3:27])=[C:22]([O:24][CH3:25])[CH:23]=4)[N:16]=3)[NH:11][CH:10]=2)=[O:44])[CH:6]=[CH:5][CH:4]=[CH:3][CH:2]=1, predict the reactants needed to synthesize it. The reactants are: [C:1]1([C:7](=[O:40])[CH2:8][C:9]2[C:17]3[C:12](=[N:13][CH:14]=[C:15]([C:18]4[CH:23]=[C:22]([O:24][CH3:25])[C:21]([O:26][CH3:27])=[C:20]([O:28][CH3:29])[CH:19]=4)[N:16]=3)[N:11](S(C3C=CC(C)=CC=3)(=O)=O)[CH:10]=2)[CH:6]=[CH:5][CH:4]=[CH:3][CH:2]=1.C1C[O:44]CC1.[OH-].[K+]. (2) Given the product [CH2:17]([O:16][C:14]([CH:13]1[CH2:19][CH2:20][N:10]([C:2]2[CH:9]=[CH:8][CH:7]=[CH:6][C:3]=2[C:4]#[N:5])[CH2:11][CH2:12]1)=[O:15])[CH3:18], predict the reactants needed to synthesize it. The reactants are: F[C:2]1[CH:9]=[CH:8][CH:7]=[CH:6][C:3]=1[C:4]#[N:5].[NH:10]1[CH2:20][CH2:19][CH:13]([C:14]([O:16][CH2:17][CH3:18])=[O:15])[CH2:12][CH2:11]1. (3) Given the product [Cl:1][C:2]1[CH:7]=[C:6]([NH:8][C:9]2[C:14]([C:15]3[N:23]=[C:22]([CH3:24])[N:21]=[C:20]4[C:16]=3[N:17]=[CH:18][NH:19]4)=[CH:13][CH:12]=[CH:11][N:10]=2)[CH:5]=[CH:4][C:3]=1[NH:31][C:32](=[O:34])[CH3:33], predict the reactants needed to synthesize it. The reactants are: [Cl:1][C:2]1[CH:7]=[C:6]([NH:8][C:9]2[C:14]([C:15]3[N:23]=[C:22]([CH3:24])[N:21]=[C:20]4[C:16]=3[N:17]=[CH:18][N:19]4C3CCCCO3)=[CH:13][CH:12]=[CH:11][N:10]=2)[CH:5]=[CH:4][C:3]=1[NH:31][C:32](=[O:34])[CH3:33].FC(F)(F)C(O)=O. (4) Given the product [CH3:19][C:20]1[CH:25]=[CH:24][C:23]([O:26][C:27]2[CH:34]=[CH:33][C:30]([CH2:31][NH:32][C:11](=[O:13])[C:10]3[CH:14]=[CH:15][C:16]([F:18])=[N:17][C:9]=3[NH2:8])=[CH:29][CH:28]=2)=[CH:22][CH:21]=1, predict the reactants needed to synthesize it. The reactants are: C(N(CC)CC)C.[NH2:8][C:9]1[N:17]=[C:16]([F:18])[CH:15]=[CH:14][C:10]=1[C:11]([OH:13])=O.[CH3:19][C:20]1[CH:25]=[CH:24][C:23]([O:26][C:27]2[CH:34]=[CH:33][C:30]([CH2:31][NH2:32])=[CH:29][CH:28]=2)=[CH:22][CH:21]=1.CN([P+](ON1N=NC2C=CC=CC1=2)(N(C)C)N(C)C)C.F[P-](F)(F)(F)(F)F.